Dataset: Catalyst prediction with 721,799 reactions and 888 catalyst types from USPTO. Task: Predict which catalyst facilitates the given reaction. (1) The catalyst class is: 13. Reactant: [CH2:1]([OH:12])[CH2:2][C:3]1[CH:11]=[CH:10][C:8]([OH:9])=[C:5]([O:6][CH3:7])[CH:4]=1.[CH3:13][CH:14]([CH3:24])[CH2:15][CH2:16][CH2:17][CH2:18][CH2:19][CH2:20][C:21](O)=[O:22].O. Product: [CH3:13][CH:14]([CH3:24])[CH2:15][CH2:16][CH2:17][CH2:18][CH2:19][CH2:20][C:21]([O:12][CH2:1][CH2:2][C:3]1[CH:11]=[CH:10][C:8]([OH:9])=[C:5]([O:6][CH3:7])[CH:4]=1)=[O:22]. (2) Reactant: [OH-].[Al+3:2].[OH-].[OH-].[C:5]([OH:10])(=[O:9])[CH:6]([CH3:8])[OH:7]. Product: [C:5]([O-:10])(=[O:9])[CH:6]([CH3:8])[OH:7].[Al+3:2].[C:5]([O-:10])(=[O:9])[CH:6]([CH3:8])[OH:7].[C:5]([O-:10])(=[O:9])[CH:6]([CH3:8])[OH:7]. The catalyst class is: 6. (3) Reactant: [Br:1][C:2]1[C:3]([F:17])=[C:4]([NH:9]C(=O)OC(C)(C)C)[C:5]([F:8])=[CH:6][CH:7]=1.C(O)(C(F)(F)F)=O. Product: [Br:1][C:2]1[C:3]([F:17])=[C:4]([C:5]([F:8])=[CH:6][CH:7]=1)[NH2:9]. The catalyst class is: 2. (4) Reactant: [CH2:1]([N:4]([CH2:23][CH2:24][CH3:25])[CH2:5][CH2:6][CH2:7][CH2:8][NH:9][C:10]([C:12]1[N:13]=[C:14]2[CH:19]=[CH:18][C:17]([C:20]#[N:21])=[CH:16][N:15]2[CH:22]=1)=[O:11])[CH2:2][CH3:3].[OH-].[Na+]. Product: [CH2:23]([N:4]([CH2:1][CH2:2][CH3:3])[CH2:5][CH2:6][CH2:7][CH2:8][NH:9][C:10]([C:12]1[N:13]=[C:14]2[CH2:19][CH2:18][CH:17]([CH2:20][NH2:21])[CH2:16][N:15]2[CH:22]=1)=[O:11])[CH2:24][CH3:25]. The catalyst class is: 470.